From a dataset of Full USPTO retrosynthesis dataset with 1.9M reactions from patents (1976-2016). Predict the reactants needed to synthesize the given product. (1) Given the product [CH:10]1(/[CH:9]=[N:8]/[CH2:1][C:2]2[CH:3]=[CH:4][CH:5]=[CH:6][CH:7]=2)[CH2:15][CH2:14][CH:13]=[CH:12][CH2:11]1, predict the reactants needed to synthesize it. The reactants are: [CH:1](=[N:8]/[CH2:9][CH:10]1[CH2:15][CH2:14][CH:13]=[CH:12][CH2:11]1)\[C:2]1[CH:7]=[CH:6][CH:5]=[CH:4][CH:3]=1.C1(C=O)CCC=CC1.C(N)C1C=CC=CC=1. (2) The reactants are: CON(C)[C:4](=[O:22])/[CH:5]=[C:6](/[C:8]1[CH:13]=[CH:12][C:11]([O:14][CH2:15][CH2:16][CH2:17][C:18]([F:21])([F:20])[F:19])=[CH:10][CH:9]=1)\[CH3:7].[C:24]1([CH3:32])[CH:29]=[CH:28][CH:27]=[CH:26][C:25]=1[Mg]Br.CCOCC.[NH4+].[Cl-]. Given the product [C:24]1([CH3:32])[CH:29]=[CH:28][C:27]([C:4](=[O:22])/[CH:5]=[C:6](/[C:8]2[CH:9]=[CH:10][C:11]([O:14][CH2:15][CH2:16][CH2:17][C:18]([F:19])([F:20])[F:21])=[CH:12][CH:13]=2)\[CH3:7])=[CH:26][CH:25]=1, predict the reactants needed to synthesize it. (3) Given the product [Cl:1][C:2]1[CH:7]=[CH:6][C:5]([C:8]2[CH:13]=[C:12]([C:14]([F:15])([F:16])[F:17])[N:11]=[C:10]([C:18]3[N:19]=[C:29]([C:28]4[CH:27]=[C:26]([S:22]([NH2:23])(=[O:25])=[O:24])[CH:34]=[CH:33][CH:32]=4)[O:21][N:20]=3)[N:9]=2)=[CH:4][CH:3]=1, predict the reactants needed to synthesize it. The reactants are: [Cl:1][C:2]1[CH:7]=[CH:6][C:5]([C:8]2[CH:13]=[C:12]([C:14]([F:17])([F:16])[F:15])[N:11]=[C:10]([C:18]([NH:20][OH:21])=[NH:19])[N:9]=2)=[CH:4][CH:3]=1.[S:22]([C:26]1[CH:27]=[C:28]([CH:32]=[CH:33][CH:34]=1)[C:29](O)=O)(=[O:25])(=[O:24])[NH2:23]. (4) Given the product [NH2:8][C:6]1[CH:5]=[CH:4][C:3]([C:11]([CH3:19])([CH3:18])[CH2:12][CH2:13][NH:14][C:15](=[O:17])[CH3:16])=[C:2]([Br:1])[CH:7]=1, predict the reactants needed to synthesize it. The reactants are: [Br:1][C:2]1[CH:7]=[C:6]([N+:8]([O-])=O)[CH:5]=[CH:4][C:3]=1[C:11]([CH3:19])([CH3:18])[CH2:12][CH2:13][NH:14][C:15](=[O:17])[CH3:16]. (5) Given the product [C:3]1([C:37]2[CH:42]=[CH:41][CH:40]=[CH:39][CH:38]=2)[CH:4]=[CH:5][C:6]([C:8]2[CH:17]=[CH:16][C:15]3[C:10](=[CH:11][CH:12]=[C:13]([C:18]4[N:22]([CH:23]5[CH2:28][CH2:27][CH2:26][CH2:25][CH2:24]5)[C:21]5[CH:29]=[CH:30][C:31]([C:33]([OH:35])=[O:34])=[CH:32][C:20]=5[N:19]=4)[CH:14]=3)[N:9]=2)=[CH:7][CH:2]=1, predict the reactants needed to synthesize it. The reactants are: Br[C:2]1[CH:3]=[CH:4][C:5](O)=[C:6]([C:8]2[CH:17]=[CH:16][C:15]3[C:10](=[CH:11][CH:12]=[C:13]([C:18]4[N:22]([CH:23]5[CH2:28][CH2:27][CH2:26][CH2:25][CH2:24]5)[C:21]5[CH:29]=[CH:30][C:31]([C:33]([OH:35])=[O:34])=[CH:32][C:20]=5[N:19]=4)[CH:14]=3)[N:9]=2)[CH:7]=1.[C:37]1([C:37]2[CH:42]=[CH:41][CH:40]=[CH:39][CH:38]=2)[CH:42]=[CH:41][C:40](C(=O)C)=[CH:39][CH:38]=1.[OH-].[K+]. (6) The reactants are: [CH3:1][O:2][C:3]1[CH:4]=[C:5](B(O)O)[CH:6]=[CH:7][CH:8]=1.[C:12]([O:16][C:17]([N:19]1[CH2:24][CH:23]=[C:22](OS(C(F)(F)F)(=O)=O)[CH2:21][CH2:20]1)=[O:18])([CH3:15])([CH3:14])[CH3:13]. Given the product [C:12]([O:16][C:17]([N:19]1[CH2:20][CH:21]=[C:22]([C:5]2[CH:6]=[CH:7][CH:8]=[C:3]([O:2][CH3:1])[CH:4]=2)[CH2:23][CH2:24]1)=[O:18])([CH3:15])([CH3:13])[CH3:14], predict the reactants needed to synthesize it.